This data is from Retrosynthesis with 50K atom-mapped reactions and 10 reaction types from USPTO. The task is: Predict the reactants needed to synthesize the given product. (1) Given the product NC1c2ccccc2C(=O)N1Cc1ccccc1, predict the reactants needed to synthesize it. The reactants are: CCOC(=O)CBr. (2) Given the product CC(C)(C)C[C@@H]1CN(C(=O)NCC2CCC(C(=O)O)CC2)[C@H](c2cccc(Cl)c2F)[C@@]1(C#N)c1ccc(Cl)cc1F, predict the reactants needed to synthesize it. The reactants are: COC(=O)C1CCC(CNC(=O)N2C[C@@H](CC(C)(C)C)[C@](C#N)(c3ccc(Cl)cc3F)[C@H]2c2cccc(Cl)c2F)CC1.